From a dataset of Catalyst prediction with 721,799 reactions and 888 catalyst types from USPTO. Predict which catalyst facilitates the given reaction. (1) Reactant: CS(C)=O.[N:5]1([C:11]2[CH:12]=[C:13]([CH:19]=[CH:20][CH:21]=2)[C:14]([O:16][CH2:17][CH3:18])=[O:15])[CH2:10][CH2:9][NH:8][CH2:7][CH2:6]1.Br[C:23]1[N:28]=[CH:27][CH:26]=[CH:25][N:24]=1.C(N(C(C)C)CC)(C)C. Product: [N:24]1[CH:25]=[CH:26][CH:27]=[N:28][C:23]=1[N:8]1[CH2:7][CH2:6][N:5]([C:11]2[CH:12]=[C:13]([CH:19]=[CH:20][CH:21]=2)[C:14]([O:16][CH2:17][CH3:18])=[O:15])[CH2:10][CH2:9]1. The catalyst class is: 6. (2) Reactant: [I-].[CH2:2]([N+:4]1(C)[CH2:9][CH2:8][C:7](=[O:10])[CH2:6][CH2:5]1)[CH3:3].[CH2:12]([O:15][C@H:16]1[CH2:21]C[C@H](N)[CH2:18][CH2:17]1)[CH2:13][CH3:14].C(=O)([O-])[O-].[K+].[K+].O. Product: [CH2:12]([O:15][C@H:16]1[CH2:21][CH2:3][C@H:2]([N:4]2[CH2:5][CH2:6][C:7](=[O:10])[CH2:8][CH2:9]2)[CH2:18][CH2:17]1)[CH2:13][CH3:14]. The catalyst class is: 8. (3) The catalyst class is: 79. Product: [Cl:44][C:2]([Cl:1])([Cl:45])[C:3]([O:6][C:7]([N:9]1[CH:14]2[C:15]([C:34](=[O:35])[N:49]([CH:46]3[CH2:47][CH2:48]3)[CH2:50][C:51]3[CH:56]=[CH:55][CH:54]=[C:53]([Cl:57])[C:52]=3[Cl:58])=[C:16]([C:18]3[O:22][N:21]=[C:20]([CH2:23][CH2:24][CH2:25][O:26][Si:27]([C:30]([CH3:33])([CH3:32])[CH3:31])([CH3:29])[CH3:28])[CH:19]=3)[CH2:17][CH:10]1[CH2:11][N:12]([C:37]([O:39][C:40]([CH3:43])([CH3:42])[CH3:41])=[O:38])[CH2:13]2)=[O:8])([CH3:4])[CH3:5]. Reactant: [Cl:1][C:2]([Cl:45])([Cl:44])[C:3]([O:6][C:7]([N:9]1[CH:14]2[C:15]([C:34](O)=[O:35])=[C:16]([C:18]3[O:22][N:21]=[C:20]([CH2:23][CH2:24][CH2:25][O:26][Si:27]([C:30]([CH3:33])([CH3:32])[CH3:31])([CH3:29])[CH3:28])[CH:19]=3)[CH2:17][CH:10]1[CH2:11][N:12]([C:37]([O:39][C:40]([CH3:43])([CH3:42])[CH3:41])=[O:38])[CH2:13]2)=[O:8])([CH3:5])[CH3:4].[CH:46]1([NH:49][CH2:50][C:51]2[CH:56]=[CH:55][CH:54]=[C:53]([Cl:57])[C:52]=2[Cl:58])[CH2:48][CH2:47]1.CCN(C(C)C)C(C)C.C1C=CC2N(O)N=NC=2C=1.CCN=C=NCCCN(C)C.Cl. (4) Reactant: [F:1][C:2]1[CH:3]=[C:4]([CH:24]=[C:25]([F:33])[C:26]=1[C:27]([CH3:32])([CH3:31])[CH2:28][O:29][CH3:30])[N:5](CC1C=CC(OC)=CC=1)CC1C=CC(OC)=CC=1. Product: [F:1][C:2]1[CH:3]=[C:4]([CH:24]=[C:25]([F:33])[C:26]=1[C:27]([CH3:31])([CH3:32])[CH2:28][O:29][CH3:30])[NH2:5]. The catalyst class is: 67. (5) Reactant: [Cl:1][C:2]1[CH:7]=[CH:6][C:5]([C:8]([CH3:13])([CH3:12])[C:9]([OH:11])=O)=[CH:4][CH:3]=1.C(Cl)(=O)C(Cl)=O.[C:20]([O:28][CH2:29][CH3:30])(=[O:27])[CH2:21][C:22]([O:24][CH2:25][CH3:26])=[O:23].[Mg+2].[Cl-].[Cl-].C([O-])(=O)CC([O-])=O. Product: [Cl:1][C:2]1[CH:3]=[CH:4][C:5]([C:8]([CH3:13])([CH3:12])[C:9]([CH:21]([C:22]([O:24][CH2:25][CH3:26])=[O:23])[C:20]([O:28][CH2:29][CH3:30])=[O:27])=[O:11])=[CH:6][CH:7]=1. The catalyst class is: 3. (6) Reactant: [CH:1]([O:4][C:5]1[CH:6]=[C:7]([CH:9]=[CH:10][CH:11]=1)[NH2:8])([CH3:3])[CH3:2].[C:12](O[C:12]([O:14][C:15]([CH3:18])([CH3:17])[CH3:16])=[O:13])([O:14][C:15]([CH3:18])([CH3:17])[CH3:16])=[O:13]. Product: [C:15]([O:14][C:12]([NH:8][C:7]1[CH:9]=[CH:10][CH:11]=[C:5]([O:4][CH:1]([CH3:3])[CH3:2])[CH:6]=1)=[O:13])([CH3:18])([CH3:17])[CH3:16]. The catalyst class is: 1.